This data is from Catalyst prediction with 721,799 reactions and 888 catalyst types from USPTO. The task is: Predict which catalyst facilitates the given reaction. Reactant: [C:1]([O:5][C:6](=[O:20])[NH:7][C:8]1[C:9]([C:13]2[CH:18]=[CH:17][C:16]([OH:19])=[CH:15][CH:14]=2)=[N:10][O:11][CH:12]=1)([CH3:4])([CH3:3])[CH3:2].C([O-])([O-])=O.[K+].[K+].Br[CH2:28][C:29]([C:31]1[CH:36]=[CH:35][CH:34]=[CH:33][CH:32]=1)=[O:30].O.C(OCC)(=O)C. Product: [C:1]([O:5][C:6](=[O:20])[NH:7][C:8]1[C:9]([C:13]2[CH:14]=[CH:15][C:16]([O:19][CH2:28][C:29](=[O:30])[C:31]3[CH:36]=[CH:35][CH:34]=[CH:33][CH:32]=3)=[CH:17][CH:18]=2)=[N:10][O:11][CH:12]=1)([CH3:4])([CH3:2])[CH3:3]. The catalyst class is: 639.